Dataset: Full USPTO retrosynthesis dataset with 1.9M reactions from patents (1976-2016). Task: Predict the reactants needed to synthesize the given product. (1) Given the product [CH2:14]([O:16][C:17](=[O:36])[CH2:18][C:19]1[CH:24]=[CH:23][C:22]([O:25][CH3:26])=[C:21]([C:3]2[CH:4]=[CH:5][C:6]([Cl:13])=[C:7]3[C:12]=2[CH2:11][NH:10][CH2:9][CH2:8]3)[CH:20]=1)[CH3:15], predict the reactants needed to synthesize it. The reactants are: Cl.Br[C:3]1[CH:4]=[CH:5][C:6]([Cl:13])=[C:7]2[C:12]=1[CH2:11][NH:10][CH2:9][CH2:8]2.[CH2:14]([O:16][C:17](=[O:36])[CH2:18][C:19]1[CH:24]=[CH:23][C:22]([O:25][CH3:26])=[C:21](B2OC(C)(C)C(C)(C)O2)[CH:20]=1)[CH3:15].C(=O)([O-])[O-].[Na+].[Na+]. (2) Given the product [ClH:22].[CH:17]12[CH2:19][CH:10]([CH2:9][NH:8][CH2:18]1)[C:11]1[CH:12]=[CH:13][C:14]([C:20]#[N:21])=[CH:15][C:16]2=1, predict the reactants needed to synthesize it. The reactants are: C(OC([N:8]1[CH2:18][CH:17]2[CH2:19][CH:10]([C:11]3[CH:12]=[CH:13][C:14]([C:20]#[N:21])=[CH:15][C:16]=32)[CH2:9]1)=O)(C)(C)C.[ClH:22].CCOC(C)=O. (3) Given the product [Br:31][CH2:1][C:2]1[C:3]([C:18]2[CH:23]=[CH:22][CH:21]=[CH:20][CH:19]=2)=[N:4][C:5]2[C:10]([C:11]=1[C:12]1[CH:17]=[CH:16][CH:15]=[CH:14][CH:13]=1)=[CH:9][CH:8]=[CH:7][N:6]=2, predict the reactants needed to synthesize it. The reactants are: [CH3:1][C:2]1[C:3]([C:18]2[CH:23]=[CH:22][CH:21]=[CH:20][CH:19]=2)=[N:4][C:5]2[C:10]([C:11]=1[C:12]1[CH:17]=[CH:16][CH:15]=[CH:14][CH:13]=1)=[CH:9][CH:8]=[CH:7][N:6]=2.C1C(=O)N([Br:31])C(=O)C1.C(OOC(=O)C1C=CC=CC=1)(=O)C1C=CC=CC=1. (4) Given the product [CH3:11][O:12][C:13](=[O:22])[C:14]1[CH:15]=[C:16]([OH:21])[CH:17]=[C:18]([O:20][CH:8]([CH3:10])[CH3:9])[CH:19]=1, predict the reactants needed to synthesize it. The reactants are: C(=O)([O-])[O-].[K+].[K+].Br[CH:8]([CH3:10])[CH3:9].[CH3:11][O:12][C:13](=[O:22])[C:14]1[CH:19]=[C:18]([OH:20])[CH:17]=[C:16]([OH:21])[CH:15]=1.O. (5) Given the product [P:1]([OH:42])([OH:41])([O:3][CH2:4][N:5]1[CH:10]=[CH:9][C:8]([NH:11][C:12](=[O:31])[C:13]2[CH:18]=[C:17]([C:19]([F:20])([F:22])[F:21])[CH:16]=[CH:15][C:14]=2[O:23][C:24]2[CH:29]=[CH:28][C:27]([F:30])=[CH:26][CH:25]=2)=[CH:7][C:6]1=[O:32])=[O:2], predict the reactants needed to synthesize it. The reactants are: [P:1]([O-:42])([O-:41])([O:3][C:4](C(C)(C)C)(C(C)(C)C)[N:5]1[CH:10]=[CH:9][C:8]([NH:11][C:12](=[O:31])[C:13]2[CH:18]=[C:17]([C:19]([F:22])([F:21])[F:20])[CH:16]=[CH:15][C:14]=2[O:23][C:24]2[CH:29]=[CH:28][C:27]([F:30])=[CH:26][CH:25]=2)=[CH:7][C:6]1=[O:32])=[O:2]. (6) Given the product [NH2:12][S:9]([C:4]1[C:3]([OH:13])=[C:2]([NH:1][C:15]([NH:14][CH2:17][C:18]([O:20][CH2:21][CH3:22])=[O:19])=[O:16])[CH:7]=[CH:6][C:5]=1[Cl:8])(=[O:11])=[O:10], predict the reactants needed to synthesize it. The reactants are: [NH2:1][C:2]1[C:3]([OH:13])=[C:4]([S:9]([NH2:12])(=[O:11])=[O:10])[C:5]([Cl:8])=[CH:6][CH:7]=1.[N:14]([CH2:17][C:18]([O:20][CH2:21][CH3:22])=[O:19])=[C:15]=[O:16]. (7) Given the product [OH:1][C:2]([CH3:35])([CH3:36])[CH2:3][C@@:4]1([C:29]2[CH:34]=[CH:33][CH:32]=[CH:31][CH:30]=2)[O:9][C:8](=[O:10])[N:7]([C@H:11]([C:14]2[CH:15]=[CH:16][C:17]([C:38]3[CH:43]=[CH:42][N:41]([CH:44]([CH3:46])[CH3:45])[C:40](=[O:47])[CH:39]=3)=[CH:18][CH:19]=2)[CH3:12])[CH2:6][CH2:5]1, predict the reactants needed to synthesize it. The reactants are: [OH:1][C:2]([CH3:36])([CH3:35])[CH2:3][C@@:4]1([C:29]2[CH:34]=[CH:33][CH:32]=[CH:31][CH:30]=2)[O:9][C:8](=[O:10])[N:7]([C@H:11]([C:14]2[CH:19]=[CH:18][C:17](B3OC(C)(C)C(C)(C)O3)=[CH:16][CH:15]=2)[CH2:12]C)[CH2:6][CH2:5]1.I[C:38]1[CH:43]=[CH:42][N:41]([CH:44]([CH3:46])[CH3:45])[C:40](=[O:47])[CH:39]=1. (8) Given the product [CH:5]1([C:8]2[N:10]=[C:14]([OH:13])[CH:15]=[C:16]([C:17]3[CH:22]=[CH:21][CH:20]=[CH:19][CH:18]=3)[N:9]=2)[CH2:7][CH2:6]1, predict the reactants needed to synthesize it. The reactants are: C[O-].[Na+].Cl.[CH:5]1([C:8]([NH2:10])=[NH:9])[CH2:7][CH2:6]1.C([O:13][C:14](=O)[CH2:15][C:16](=O)[C:17]1[CH:22]=[CH:21][CH:20]=[CH:19][CH:18]=1)C.